This data is from Reaction yield outcomes from USPTO patents with 853,638 reactions. The task is: Predict the reaction yield, written as a fraction of the theoretical maximum amount of product (1.0 means a 100% yield; for example, 0.34 means a 34% yield). (1) The reactants are [CH3:1][C:2]1[CH2:7][CH2:6][CH2:5][C:4](=[O:8])[CH:3]=1.C1(C)C(S(O)(=O)=O)=CC=CC=1.[CH2:20](O)[CH2:21][OH:22].O. The catalyst is C1(C)C=CC=CC=1. The product is [CH3:1][C:2]1[CH2:3][C:4]2([CH2:5][CH2:6][CH:7]=1)[O:22][CH2:21][CH2:20][O:8]2. The yield is 0.620. (2) The reactants are [NH2:1][C:2]1[C:11]2[S:10](=[O:13])(=[O:12])[N:9]=[C:8]([C:14]3[C:15](=[O:30])[N:16]([NH:25][CH2:26][CH:27]([CH3:29])[CH3:28])[C:17]4[C:22]([C:23]=3[OH:24])=[CH:21][CH:20]=[CH:19][CH:18]=4)[NH:7][C:6]=2[CH:5]=[CH:4][C:3]=1[OH:31].[Cl:32][CH2:33][C:34](OC)(OC)OC.C1(C)C=CC(S(O)(=O)=O)=CC=1. The catalyst is CN(C)C=O. The product is [Cl:32][CH2:33][C:34]1[O:31][C:3]2[CH:4]=[CH:5][C:6]3[NH:7][C:8]([C:14]4[C:15](=[O:30])[N:16]([NH:25][CH2:26][CH:27]([CH3:29])[CH3:28])[C:17]5[C:22]([C:23]=4[OH:24])=[CH:21][CH:20]=[CH:19][CH:18]=5)=[N:9][S:10](=[O:12])(=[O:13])[C:11]=3[C:2]=2[N:1]=1. The yield is 0.510. (3) The catalyst is C(Cl)Cl.N1C=CC=CC=1. The yield is 1.00. The product is [Si:17]([O:16][C@H:14]([CH3:15])[C@H:13]([C:11]1[O:12][C:8]([C:5]2[CH:4]=[CH:3][C:2]([NH:1][C:35](=[O:37])[CH3:36])=[CH:7][CH:6]=2)=[N:9][N:10]=1)[NH:24][C:25]1[CH:32]=[CH:31][C:28]([C:29]#[N:30])=[C:27]([Cl:33])[C:26]=1[CH3:34])([C:20]([CH3:22])([CH3:23])[CH3:21])([CH3:19])[CH3:18]. The reactants are [NH2:1][C:2]1[CH:7]=[CH:6][C:5]([C:8]2[O:12][C:11]([C@H:13]([NH:24][C:25]3[CH:32]=[CH:31][C:28]([C:29]#[N:30])=[C:27]([Cl:33])[C:26]=3[CH3:34])[C@H:14]([O:16][Si:17]([C:20]([CH3:23])([CH3:22])[CH3:21])([CH3:19])[CH3:18])[CH3:15])=[N:10][N:9]=2)=[CH:4][CH:3]=1.[C:35](Cl)(=[O:37])[CH3:36]. (4) The reactants are C([O:3][C:4](=[O:36])[CH2:5][S:6][C:7]1[CH:12]=[CH:11][C:10]([O:13][CH2:14][CH2:15][CH:16]([O:18][C:19]2[CH:24]=[CH:23][C:22]([CH2:25][CH3:26])=[CH:21][C:20]=2[C:27](=[O:34])[C:28]2[CH:33]=[CH:32][CH:31]=[CH:30][CH:29]=2)[CH3:17])=[CH:9][C:8]=1[CH3:35])C. The catalyst is C(O)C. The product is [C:27]([C:20]1[CH:21]=[C:22]([CH2:25][CH3:26])[CH:23]=[CH:24][C:19]=1[O:18][CH:16]([CH3:17])[CH2:15][CH2:14][O:13][C:10]1[CH:11]=[CH:12][C:7]([S:6][CH2:5][C:4]([OH:36])=[O:3])=[C:8]([CH3:35])[CH:9]=1)(=[O:34])[C:28]1[CH:29]=[CH:30][CH:31]=[CH:32][CH:33]=1. The yield is 1.00. (5) The reactants are [NH2:1][CH:2]([C:9]1[C:14]([O:15][CH3:16])=[CH:13][CH:12]=[CH:11][C:10]=1[O:17][CH3:18])[CH2:3][CH2:4][C:5]([O:7]C)=O.[CH2:19]([O:26][C:27]1[CH:34]=[CH:33][C:30]([CH:31]=O)=[CH:29][CH:28]=1)[C:20]1[CH:25]=[CH:24][CH:23]=[CH:22][CH:21]=1. No catalyst specified. The product is [CH2:19]([O:26][C:27]1[CH:28]=[CH:29][C:30]([CH2:31][N:1]2[CH:2]([C:9]3[C:14]([O:15][CH3:16])=[CH:13][CH:12]=[CH:11][C:10]=3[O:17][CH3:18])[CH2:3][CH2:4][C:5]2=[O:7])=[CH:33][CH:34]=1)[C:20]1[CH:21]=[CH:22][CH:23]=[CH:24][CH:25]=1. The yield is 0.550. (6) The reactants are [CH2:1]1[C:7]2[CH:8]=[CH:9][CH:10]=[CH:11][C:6]=2[CH2:5][CH2:4][NH:3][CH2:2]1.FC(F)(F)C(O)=O.[S:19](=[O:23])(=[O:22])([OH:21])[OH:20].[N+:24]([O-])([OH:26])=[O:25]. The catalyst is C(OCC)(=O)C. The product is [S:19]([O-:23])([OH:22])(=[O:21])=[O:20].[N+:24]([C:11]1[CH:6]=[CH:5][C:4]2[NH:3][CH2:2][CH3+:1][CH2:7][CH2:8][C:9]=2[CH:10]=1)([O-:26])=[O:25]. The yield is 0.860. (7) The reactants are [CH2:1]([C:3]([F:31])([CH2:29][CH3:30])[CH2:4][N:5]1[CH2:10][CH2:9][CH:8]([CH2:11][O:12][C:13]2[CH:14]=[CH:15][C:16]([C:19]3[CH:28]=[CH:27][C:22]([C:23]([O:25]C)=[O:24])=[CH:21][CH:20]=3)=[N:17][CH:18]=2)[CH2:7][CH2:6]1)[CH3:2].O[Li].O. No catalyst specified. The product is [CH2:1]([C:3]([F:31])([CH2:29][CH3:30])[CH2:4][N:5]1[CH2:10][CH2:9][CH:8]([CH2:11][O:12][C:13]2[CH:14]=[CH:15][C:16]([C:19]3[CH:28]=[CH:27][C:22]([C:23]([OH:25])=[O:24])=[CH:21][CH:20]=3)=[N:17][CH:18]=2)[CH2:7][CH2:6]1)[CH3:2]. The yield is 0.700.